Predict which catalyst facilitates the given reaction. From a dataset of Catalyst prediction with 721,799 reactions and 888 catalyst types from USPTO. Reactant: [CH2:1]([O:8][C:9]1[CH:18]=[C:17]2[C:12]([C:13]([O:19][C:20]3[CH:25]=[CH:24][C:23]([N:26]4[C:30](=[O:31])[CH2:29][NH:28][C:27]4=[O:32])=[CH:22][C:21]=3[F:33])=[CH:14][CH:15]=[N:16]2)=[CH:11][C:10]=1[O:34][CH3:35])[C:2]1[CH:7]=[CH:6][CH:5]=[CH:4][CH:3]=1.[CH2:36](Br)[C:37]1[CH:42]=[CH:41][CH:40]=[CH:39][CH:38]=1.[Li+].C[Si]([N-][Si](C)(C)C)(C)C. Product: [CH2:36]([N:28]1[CH2:29][C:30](=[O:31])[N:26]([C:23]2[CH:24]=[CH:25][C:20]([O:19][C:13]3[C:12]4[C:17](=[CH:18][C:9]([O:8][CH2:1][C:2]5[CH:7]=[CH:6][CH:5]=[CH:4][CH:3]=5)=[C:10]([O:34][CH3:35])[CH:11]=4)[N:16]=[CH:15][CH:14]=3)=[C:21]([F:33])[CH:22]=2)[C:27]1=[O:32])[C:37]1[CH:42]=[CH:41][CH:40]=[CH:39][CH:38]=1. The catalyst class is: 118.